Dataset: Full USPTO retrosynthesis dataset with 1.9M reactions from patents (1976-2016). Task: Predict the reactants needed to synthesize the given product. (1) Given the product [Br:1][C:12]1[C:11]([O:10][CH3:9])=[CH:16][C:15]([O:17][CH3:18])=[CH:14][C:13]=1[P:19](=[O:26])([O:23][CH2:24][CH3:25])[O:20][CH2:21][CH3:22], predict the reactants needed to synthesize it. The reactants are: [Br:1]N1C(=O)CCC1=O.[CH3:9][O:10][C:11]1[CH:12]=[C:13]([P:19](=[O:26])([O:23][CH2:24][CH3:25])[O:20][CH2:21][CH3:22])[CH:14]=[C:15]([O:17][CH3:18])[CH:16]=1.C([O-])([O-])=O.[Na+].[Na+]. (2) Given the product [C:62]1([S:59]([CH:58]([F:57])[CH:13]([NH:14][S:15]([C:17]([CH3:19])([CH3:18])[CH3:20])=[O:16])[C:3]2([CH2:1][CH3:2])[CH2:4][CH2:5][C:6]3([O:7][CH2:8][CH2:9][O:10]3)[CH2:11][CH2:12]2)(=[O:61])=[O:60])[CH:63]=[CH:64][CH:65]=[CH:66][CH:67]=1, predict the reactants needed to synthesize it. The reactants are: [CH2:1]([C:3]1([CH:13]=[N:14][S:15]([C:17]([CH3:20])([CH3:19])[CH3:18])=[O:16])[CH2:12][CH2:11][C:6]2([O:10][CH2:9][CH2:8][O:7]2)[CH2:5][CH2:4]1)[CH3:2].C(C1(C#N)CCC2(OCCO2)CC1)C.C1(CC2(C=NS(C(C)(C)C)=O)CCC3(OCCO3)CC2)CC1.[F:57][CH2:58][S:59]([C:62]1[CH:67]=[CH:66][CH:65]=[CH:64][CH:63]=1)(=[O:61])=[O:60].C[Si]([N-][Si](C)(C)C)(C)C.[Li+].